Dataset: Full USPTO retrosynthesis dataset with 1.9M reactions from patents (1976-2016). Task: Predict the reactants needed to synthesize the given product. (1) Given the product [CH3:1][O:2][C:3]1[CH:4]=[CH:5][C:6]([N:9]([CH:36]([C:37]2[CH:38]=[CH:39][CH:40]=[CH:41][CH:42]=2)[C:43]2[CH:44]=[CH:45][CH:46]=[CH:47][CH:48]=2)[C:10]2[C:11]3[CH:18]=[CH:17][N:16]([C@@H:19]4[O:25][C@H:24]([CH2:26][O:27][Si:28]([C:31]([CH3:32])([CH3:33])[CH3:34])([CH3:30])[CH3:29])[C@@H:22]([O:23][C:56](=[O:64])[CH2:57][CH2:58][CH2:59][CH2:60][CH2:61][CH2:62][CH3:63])[C@@:20]4([CH3:35])[OH:21])[C:12]=3[N:13]=[CH:14][N:15]=2)=[CH:7][CH:8]=1, predict the reactants needed to synthesize it. The reactants are: [CH3:1][O:2][C:3]1[CH:8]=[CH:7][C:6]([N:9]([CH:36]([C:43]2[CH:48]=[CH:47][CH:46]=[CH:45][CH:44]=2)[C:37]2[CH:42]=[CH:41][CH:40]=[CH:39][CH:38]=2)[C:10]2[C:11]3[CH:18]=[CH:17][N:16]([C@@H:19]4[O:25][C@H:24]([CH2:26][O:27][Si:28]([C:31]([CH3:34])([CH3:33])[CH3:32])([CH3:30])[CH3:29])[C@@H:22]([OH:23])[C@@:20]4([CH3:35])[OH:21])[C:12]=3[N:13]=[CH:14][N:15]=2)=[CH:5][CH:4]=1.C(N(CC)CC)C.[C:56](Cl)(=[O:64])[CH2:57][CH2:58][CH2:59][CH2:60][CH2:61][CH2:62][CH3:63]. (2) Given the product [Cl:18][C:19]1[CH:20]=[CH:21][C:22]([C@@H:25]2[C@:27]3([C:35]4[C:30](=[CH:31][CH:32]=[CH:33][CH:34]=4)[N:29]([CH2:10][C:6]4[CH:5]=[C:4]([CH:9]=[CH:8][CH:7]=4)[C:3]([NH:17][S:14]([CH3:13])(=[O:16])=[O:15])=[O:12])[C:28]3=[O:36])[CH2:26]2)=[CH:23][CH:24]=1, predict the reactants needed to synthesize it. The reactants are: CO[C:3](=[O:12])[C:4]1[CH:9]=[CH:8][CH:7]=[C:6]([CH2:10]Br)[CH:5]=1.[CH3:13][S:14]([NH2:17])(=[O:16])=[O:15].[Cl:18][C:19]1[CH:24]=[CH:23][C:22]([CH:25]2[C:27]3([C:35]4[C:30](=[CH:31][CH:32]=[CH:33][CH:34]=4)[NH:29][C:28]3=[O:36])[CH2:26]2)=[CH:21][CH:20]=1. (3) The reactants are: [CH2:1]([N:3]([CH2:7][CH3:8])[CH2:4][CH2:5][NH2:6])[CH3:2].Cl[C:10]1[N:11]=[N+:12]([O-:23])[C:13]2[C:22]3[CH2:21][CH2:20][CH2:19][C:18]=3[CH:17]=[CH:16][C:14]=2[N:15]=1. Given the product [CH2:1]([N:3]([CH2:7][CH3:8])[CH2:4][CH2:5][NH:6][C:10]1[N:11]=[N+:12]([O-:23])[C:13]2[C:22]3[CH2:21][CH2:20][CH2:19][C:18]=3[CH:17]=[CH:16][C:14]=2[N:15]=1)[CH3:2], predict the reactants needed to synthesize it. (4) The reactants are: F[C:2]1[CH:9]=[CH:8][C:5]([C:6]#[N:7])=[CH:4][N:3]=1.[C:10]([N:13]1[C:22]2[C:17](=[CH:18][C:19]([C:23]([NH:25][CH3:26])=[O:24])=[CH:20][CH:21]=2)[CH:16]([NH2:27])[CH:15]([CH3:28])[CH:14]1[CH:29]1[CH2:31][CH2:30]1)(=[O:12])[CH3:11].CCN(C(C)C)C(C)C. Given the product [C:10]([N:13]1[C:22]2[C:17](=[CH:18][C:19]([C:23]([NH:25][CH3:26])=[O:24])=[CH:20][CH:21]=2)[CH:16]([NH:27][C:2]2[CH:9]=[CH:8][C:5]([C:6]#[N:7])=[CH:4][N:3]=2)[CH:15]([CH3:28])[CH:14]1[CH:29]1[CH2:30][CH2:31]1)(=[O:12])[CH3:11], predict the reactants needed to synthesize it. (5) Given the product [NH2:45][C:42]1[CH:41]=[CH:40][C:39]([C:5]2[C:6]([C:8]3[CH:13]=[CH:12][N:11]=[C:10]4[N:14]([S:30]([C:33]5[CH:38]=[CH:37][CH:36]=[CH:35][CH:34]=5)(=[O:31])=[O:32])[C:15]([C:17]5[CH2:18][CH2:19][N:20]([C:23]([O:25][C:26]([CH3:29])([CH3:28])[CH3:27])=[O:24])[CH2:21][CH:22]=5)=[CH:16][C:9]=34)=[CH:7][N:3]([CH2:1][CH3:2])[N:4]=2)=[CH:44][CH:43]=1, predict the reactants needed to synthesize it. The reactants are: [CH2:1]([N:3]1[CH:7]=[C:6]([C:8]2[CH:13]=[CH:12][N:11]=[C:10]3[N:14]([S:30]([C:33]4[CH:38]=[CH:37][CH:36]=[CH:35][CH:34]=4)(=[O:32])=[O:31])[C:15]([C:17]4[CH2:18][CH2:19][N:20]([C:23]([O:25][C:26]([CH3:29])([CH3:28])[CH3:27])=[O:24])[CH2:21][CH:22]=4)=[CH:16][C:9]=23)[C:5]([C:39]2[CH:44]=[CH:43][C:42]([N+:45]([O-])=O)=[CH:41][CH:40]=2)=[N:4]1)[CH3:2]. (6) Given the product [CH2:1]([O:3][C:4](=[O:39])[CH:5]([C:7]1[CH:8]=[C:9]([C:15]2[CH:20]=[CH:19][C:18]([C:21]([F:24])([F:23])[F:22])=[CH:17][C:16]=2[CH2:25][NH:26][CH2:27][CH3:28])[C:10]([O:13][CH3:14])=[CH:11][CH:12]=1)[CH3:6])[CH3:2], predict the reactants needed to synthesize it. The reactants are: [CH2:1]([O:3][C:4](=[O:39])[CH:5]([C:7]1[CH:8]=[C:9]([C:15]2[CH:20]=[CH:19][C:18]([C:21]([F:24])([F:23])[F:22])=[CH:17][C:16]=2[CH2:25][N:26](C(OCC2C=CC=CC=2)=O)[CH2:27][CH3:28])[C:10]([O:13][CH3:14])=[CH:11][CH:12]=1)[CH3:6])[CH3:2].